This data is from Catalyst prediction with 721,799 reactions and 888 catalyst types from USPTO. The task is: Predict which catalyst facilitates the given reaction. (1) Reactant: [NH2:1][C:2]1[CH:3]=[C:4]([CH:8]=[CH:9][C:10]=1[CH3:11])[C:5]([OH:7])=O.Cl.[NH:13]1[CH2:18][CH2:17][CH:16]([C:19]2[CH:26]=[CH:25][C:22]([C:23]#[N:24])=[CH:21][CH:20]=2)[CH2:15][CH2:14]1.CCN=C=NCCCN(C)C.C1C=CC2N(O)N=NC=2C=1.CCN(C(C)C)C(C)C. Product: [NH2:1][C:2]1[CH:3]=[C:4]([CH:8]=[CH:9][C:10]=1[CH3:11])[C:5]([N:13]1[CH2:18][CH2:17][CH:16]([C:19]2[CH:26]=[CH:25][C:22]([C:23]#[N:24])=[CH:21][CH:20]=2)[CH2:15][CH2:14]1)=[O:7]. The catalyst class is: 18. (2) Reactant: O[CH:2]([C:17]1[CH:22]=[CH:21][CH:20]=[CH:19][CH:18]=1)[C:3]1[CH:4]=[C:5]2[C:9](=[CH:10][CH:11]=1)[N:8]([C:12]([N:14]([CH3:16])[CH3:15])=[O:13])[CH:7]=[CH:6]2.[CH3:23][O:24][C:25]([O:29][Si](C)(C)C)=[C:26]([CH3:28])[CH3:27].C(=O)(O)[O-].[Na+]. Product: [CH3:15][N:14]([CH3:16])[C:12]([N:8]1[C:9]2[C:5](=[CH:4][C:3]([CH:2]([C:17]3[CH:22]=[CH:21][CH:20]=[CH:19][CH:18]=3)[C:26]([CH3:28])([CH3:27])[C:25]([O:24][CH3:23])=[O:29])=[CH:11][CH:10]=2)[CH:6]=[CH:7]1)=[O:13]. The catalyst class is: 4. (3) Reactant: [F:1][C:2]([F:24])([F:23])[S:3]([O:6][C:7]1[CH:12]=[C:11](I)[C:10](I)=[CH:9][C:8]=1[O:15][S:16]([C:19]([F:22])([F:21])[F:20])(=[O:18])=[O:17])(=[O:5])=[O:4].CCN([CH2:30][CH3:31])CC.[CH2:32]([O:37][CH2:38][C:39]1[CH:44]=[CH:43][CH:42]=[CH:41][CH:40]=1)[CH2:33][CH2:34][C:35]#[CH:36]. Product: [F:1][C:2]([F:24])([F:23])[S:3]([O:6][C:7]1[CH:12]=[C:11]([C:36]#[C:35][CH2:34][CH2:33][CH2:32][O:37][CH2:38][C:39]2[CH:40]=[CH:41][CH:42]=[CH:43][CH:44]=2)[C:10]([C:36]#[C:35][CH2:34][CH2:33][CH2:32][O:37][CH2:38][C:31]2[CH:30]=[CH:44][CH:39]=[CH:40][CH:41]=2)=[CH:9][C:8]=1[O:15][S:16]([C:19]([F:22])([F:21])[F:20])(=[O:18])=[O:17])(=[O:5])=[O:4]. The catalyst class is: 516. (4) Reactant: [CH3:1][C@@H:2](O)[CH2:3][CH:4]=[CH2:5].C1(C)C=CC(S(Cl)(=O)=O)=CC=1.C(=O)(O)[O-].[Na+].[C:23](O[C:23]([O:25][C:26]([CH3:29])([CH3:28])[CH3:27])=[O:24])([O:25][C:26]([CH3:29])([CH3:28])[CH3:27])=[O:24].[N:38]1C=CC=C[CH:39]=1. Product: [CH3:39][N:38]([C:23]([O:25][C:26]([CH3:29])([CH3:28])[CH3:27])=[O:24])[C@H:2]([CH2:3][CH:4]=[CH2:5])[CH3:1]. The catalyst class is: 266. (5) The catalyst class is: 481. Reactant: [CH2:1]([C:3]([OH:24])([CH2:22][CH3:23])[CH2:4][C:5]1[CH:10]=[CH:9][C:8]([NH:11]C(=O)OCC2C=CC=CC=2)=[CH:7][CH:6]=1)[CH3:2]. Product: [NH2:11][C:8]1[CH:7]=[CH:6][C:5]([CH2:4][C:3]([OH:24])([CH2:1][CH3:2])[CH2:22][CH3:23])=[CH:10][CH:9]=1. (6) Reactant: [C:1]([O:5][C:6](=[O:21])[NH:7][N:8]1[C:17]([CH3:18])=[CH:16][C:15]2[C:10](=[C:11]([F:19])[CH:12]=[CH:13][CH:14]=2)[C:9]1=[O:20])([CH3:4])([CH3:3])[CH3:2].[Br:22]N1C(=O)CCC1=O.CCOCC. Product: [C:1]([O:5][C:6](=[O:21])[NH:7][N:8]1[C:17]([CH3:18])=[C:16]([Br:22])[C:15]2[C:10](=[C:11]([F:19])[CH:12]=[CH:13][CH:14]=2)[C:9]1=[O:20])([CH3:4])([CH3:2])[CH3:3]. The catalyst class is: 9. (7) Reactant: F[C:2]1[C:11]2[C:6](=[CH:7][CH:8]=[CH:9][CH:10]=2)[C:5]([C:12]#[N:13])=[CH:4][CH:3]=1.[NH2:14][C@@H:15]([C:19]([OH:21])=[O:20])[C@H:16]([CH3:18])[OH:17].C([O-])([O-])=O.[K+].[K+].C(O)(=O)CC(CC(O)=O)(C(O)=O)O. Product: [C:12]([C:5]1[C:6]2[C:11](=[CH:10][CH:9]=[CH:8][CH:7]=2)[C:2]([NH:14][C@H:15]([C@@H:16]([OH:17])[CH3:18])[C:19]([OH:21])=[O:20])=[CH:3][CH:4]=1)#[N:13]. The catalyst class is: 16. (8) Reactant: C[O:2][C:3]1[CH:4]=[C:5]([CH:24]=[CH:25][C:26]=1[O:27]C)[CH2:6][N:7]1[CH2:12][CH2:11][N:10]([CH2:13][C:14]2[CH:19]=[CH:18][C:17]([O:20]C)=[C:16]([O:22]C)[CH:15]=2)[CH2:9][CH2:8]1.Br.C(=O)([O-])O.[Na+].C(OCC)(=O)C. Product: [OH:22][C:16]1[CH:15]=[C:14]([CH:19]=[CH:18][C:17]=1[OH:20])[CH2:13][N:10]1[CH2:9][CH2:8][N:7]([CH2:6][C:5]2[CH:24]=[CH:25][C:26]([OH:27])=[C:3]([OH:2])[CH:4]=2)[CH2:12][CH2:11]1. The catalyst class is: 6. (9) Reactant: C[O:2][C:3]([CH:5]1[CH2:9][CH:8]([O:10][S:11]([CH3:14])(=[O:13])=[O:12])[CH2:7][N:6]1[C:15]([O:17][C:18]([CH3:21])([CH3:20])[CH3:19])=[O:16])=O.[BH4-].[Li+].Cl. Product: [C:18]([O:17][C:15]([N:6]1[CH2:7][CH:8]([O:10][S:11]([CH3:14])(=[O:12])=[O:13])[CH2:9][CH:5]1[CH2:3][OH:2])=[O:16])([CH3:21])([CH3:20])[CH3:19]. The catalyst class is: 7.